This data is from Reaction yield outcomes from USPTO patents with 853,638 reactions. The task is: Predict the reaction yield, written as a fraction of the theoretical maximum amount of product (1.0 means a 100% yield; for example, 0.34 means a 34% yield). (1) The reactants are [C:1]12([CH2:11][O:12][C:13]3[CH:20]=[CH:19][C:16]([C:17]#[N:18])=[CH:15][C:14]=3[C:21]3[C:22]([O:27][CH3:28])=[N:23][CH:24]=[CH:25][CH:26]=3)[CH2:10][CH:5]3[CH2:6][CH:7]([CH2:9][CH:3]([CH2:4]3)[CH2:2]1)[CH2:8]2.C(=O)([O-])[O-:30].[K+].[K+].OO. The catalyst is CS(C)=O.C(Cl)Cl. The product is [C:1]12([CH2:11][O:12][C:13]3[CH:20]=[CH:19][C:16]([C:17]([NH2:18])=[O:30])=[CH:15][C:14]=3[C:21]3[C:22]([O:27][CH3:28])=[N:23][CH:24]=[CH:25][CH:26]=3)[CH2:8][CH:7]3[CH2:6][CH:5]([CH2:4][CH:3]([CH2:9]3)[CH2:2]1)[CH2:10]2. The yield is 0.800. (2) The reactants are Cl[C:2]1[C:3](=[O:29])[N:4]([CH2:14][C:15]2[CH:16]=[CH:17][C:18]([NH:21]C(=O)OC(C)(C)C)=[N:19][CH:20]=2)[C:5](=[O:13])[C:6]=1[C:7]1[CH:12]=[CH:11][CH:10]=[CH:9][CH:8]=1.[O:30]1[CH2:35][CH2:34][N:33]([C:36]2[CH:42]=[CH:41][C:39]([NH2:40])=[CH:38][CH:37]=2)[CH2:32][CH2:31]1. The catalyst is CN(C=O)C. The product is [NH2:21][C:18]1[N:19]=[CH:20][C:15]([CH2:14][N:4]2[C:5](=[O:13])[C:6]([C:7]3[CH:8]=[CH:9][CH:10]=[CH:11][CH:12]=3)=[C:2]([NH:40][C:39]3[CH:41]=[CH:42][C:36]([N:33]4[CH2:32][CH2:31][O:30][CH2:35][CH2:34]4)=[CH:37][CH:38]=3)[C:3]2=[O:29])=[CH:16][CH:17]=1. The yield is 0.420. (3) The reactants are [Cl:1][C:2]1[CH:7]=[CH:6][CH:5]=[C:4]([Cl:8])[C:3]=1[C:9]1[C:14]2[O:15][C@@H:16]([CH2:19][NH2:20])[CH2:17][O:18][C:13]=2[CH:12]=[C:11]([F:21])[CH:10]=1.Cl.[CH3:23][CH2:24][OH:25]. The catalyst is CCOCC. The product is [Cl:8][C:4]1[CH:5]=[CH:6][CH:7]=[C:2]([Cl:1])[C:3]=1[C:9]1[C:14]2[O:15][C@@H:16]([CH2:19][N:20]3[C:24](=[O:25])[C:23]4[C:13](=[CH:12][CH:11]=[CH:10][CH:9]=4)[C:14]3=[O:15])[CH2:17][O:18][C:13]=2[CH:12]=[C:11]([F:21])[CH:10]=1. The yield is 0.440. (4) The reactants are [F:1][C:2]([F:14])([F:13])[C:3]1[CH:11]=[C:10]2[C:6]([CH2:7][CH2:8][CH:9]2O)=[CH:5][CH:4]=1.S(Cl)([Cl:17])=O. No catalyst specified. The product is [Cl:17][CH:9]1[C:10]2[C:6](=[CH:5][CH:4]=[C:3]([C:2]([F:14])([F:13])[F:1])[CH:11]=2)[CH2:7][CH2:8]1. The yield is 0.900. (5) The reactants are [CH:1]1([NH:6][C:7]2[N:12]=[C:11]([C:13]3[C:14]([CH:22]([C:24]4[CH:29]=[CH:28][CH:27]=[CH:26][CH:25]=4)[OH:23])=[N:15][N:16]4[CH:21]=[CH:20][CH:19]=[CH:18][C:17]=34)[CH:10]=[CH:9][N:8]=2)[CH2:5][CH2:4][CH2:3][CH2:2]1. The catalyst is C(Cl)(Cl)Cl.ClCCl.[O-2].[O-2].[Mn+4]. The product is [CH:1]1([NH:6][C:7]2[N:12]=[C:11]([C:13]3[C:14]([C:22]([C:24]4[CH:25]=[CH:26][CH:27]=[CH:28][CH:29]=4)=[O:23])=[N:15][N:16]4[CH:21]=[CH:20][CH:19]=[CH:18][C:17]=34)[CH:10]=[CH:9][N:8]=2)[CH2:2][CH2:3][CH2:4][CH2:5]1. The yield is 0.890. (6) The reactants are [CH2:1]([CH:3]([CH2:25][CH2:26][CH2:27][CH3:28])[CH2:4][C:5]1[C:13]2[S:14][CH:15]=[CH:16][C:12]=2[C:11]([CH2:17][CH:18]([CH2:23][CH3:24])[CH2:19][CH2:20][CH2:21][CH3:22])=[C:7]2[S:8][CH:9]=[CH:10][C:6]=12)[CH3:2].C([Li])CCC.[CH3:34][Sn:35](Cl)([CH3:37])[CH3:36].O. The catalyst is O1CCCC1. The product is [CH2:23]([CH:18]([CH2:19][CH2:20][CH2:21][CH3:22])[CH2:17][C:11]1[C:7]2[S:8][C:9]([Sn:35]([CH3:37])([CH3:36])[CH3:34])=[CH:10][C:6]=2[C:5]([CH2:4][CH:3]([CH2:1][CH3:2])[CH2:25][CH2:26][CH2:27][CH3:28])=[C:13]2[S:14][C:15]([Sn:35]([CH3:37])([CH3:36])[CH3:34])=[CH:16][C:12]=12)[CH3:24]. The yield is 1.00. (7) The reactants are CN(C(ON1N=NC2C=CC=NC1=2)=[N+](C)C)C.F[P-](F)(F)(F)(F)F.[F:25][C:26]1[CH:34]=[CH:33][C:29]([C:30]([OH:32])=O)=[C:28]([N+:35]([O-:37])=[O:36])[CH:27]=1.Cl.[CH:39]1([C@@:45]([C:48]([O:50][CH3:51])=[O:49])([CH3:47])[NH2:46])[CH2:44][CH2:43][CH2:42][CH2:41][CH2:40]1.C(N(C(C)C)CC)(C)C. The catalyst is CN(C=O)C.CCCCCC.C(OCC)(=O)C. The product is [CH:39]1([C@@:45]([C:48]([O:50][CH3:51])=[O:49])([CH3:47])[NH:46][C:30]([C:29]2[CH:33]=[CH:34][C:26]([F:25])=[CH:27][C:28]=2[N+:35]([O-:37])=[O:36])=[O:32])[CH2:44][CH2:43][CH2:42][CH2:41][CH2:40]1. The yield is 1.00. (8) The catalyst is O1CCOCC1.O. The reactants are [CH:1]([C:3]1[CH:4]=[C:5]([O:9][CH3:10])[CH:6]=[CH:7][CH:8]=1)=[CH2:2].C(O)(=[O:13])C.BrN1C(=O)CCC1=O.[OH-].[Na+]. The product is [CH3:10][O:9][C:5]1[CH:4]=[C:3]([CH:1]2[CH2:2][O:13]2)[CH:8]=[CH:7][CH:6]=1. The yield is 1.00.